From a dataset of Reaction yield outcomes from USPTO patents with 853,638 reactions. Predict the reaction yield, written as a fraction of the theoretical maximum amount of product (1.0 means a 100% yield; for example, 0.34 means a 34% yield). (1) The reactants are [I-].[Na+].[CH:3]([NH2:6])([CH3:5])[CH3:4].[Br:7][C:8]1[C:13]([CH3:14])=[CH:12][C:11]([N:15]2[C:19](=[O:20])[CH2:18][CH2:17][C@@H:16]2[CH2:21]OS(C)(=O)=O)=[CH:10][C:9]=1[CH3:27]. The catalyst is C1COCC1. The product is [Br:7][C:8]1[C:13]([CH3:14])=[CH:12][C:11]([N:15]2[C@@H:16]([CH2:21][NH:6][CH:3]([CH3:5])[CH3:4])[CH2:17][CH2:18][C:19]2=[O:20])=[CH:10][C:9]=1[CH3:27]. The yield is 0.610. (2) The reactants are [C:1]([C:3]1[CH:8]=[CH:7][C:6]([C:9]2[S:10][C:11]([S:15]([NH:18][C:19]3[N:24]=[C:23]([NH:25]C(=O)OC(C)(C)C)[CH:22]=[C:21]([CH3:33])[CH:20]=3)(=[O:17])=[O:16])=[C:12]([CH3:14])[N:13]=2)=[CH:5][CH:4]=1)#[N:2].FC(F)(F)C(O)=O.C(=O)(O)[O-].[Na+]. The catalyst is ClCCl. The product is [NH2:25][C:23]1[N:24]=[C:19]([NH:18][S:15]([C:11]2[S:10][C:9]([C:6]3[CH:5]=[CH:4][C:3]([C:1]#[N:2])=[CH:8][CH:7]=3)=[N:13][C:12]=2[CH3:14])(=[O:17])=[O:16])[CH:20]=[C:21]([CH3:33])[CH:22]=1. The yield is 0.810.